Predict the reactants needed to synthesize the given product. From a dataset of Full USPTO retrosynthesis dataset with 1.9M reactions from patents (1976-2016). Given the product [CH2:1]([C:3]1[CH:8]=[CH:7][C:6]([CH:9]2[CH2:10][CH:11]([C:23]3[O:25][N:35]=[C:33]([C:29]4[CH:30]=[CH:31][CH:32]=[C:27]([F:26])[CH:28]=4)[N:34]=3)[CH2:12][N:13]([C:15]([N:17]3[CH2:22][CH2:21][O:20][CH2:19][CH2:18]3)=[O:16])[CH2:14]2)=[CH:5][CH:4]=1)[CH3:2], predict the reactants needed to synthesize it. The reactants are: [CH2:1]([C:3]1[CH:8]=[CH:7][C:6]([CH:9]2[CH2:14][N:13]([C:15]([N:17]3[CH2:22][CH2:21][O:20][CH2:19][CH2:18]3)=[O:16])[CH2:12][CH:11]([C:23]([OH:25])=O)[CH2:10]2)=[CH:5][CH:4]=1)[CH3:2].[F:26][C:27]1[CH:28]=[C:29]([C:33](=[N:35]O)[NH2:34])[CH:30]=[CH:31][CH:32]=1.